From a dataset of Reaction yield outcomes from USPTO patents with 853,638 reactions. Predict the reaction yield, written as a fraction of the theoretical maximum amount of product (1.0 means a 100% yield; for example, 0.34 means a 34% yield). (1) The reactants are [N:1]1[N:5]2[C:6]([C:10]#[N:11])=[CH:7][CH:8]=[CH:9][C:4]2=[CH:3][CH:2]=1. The catalyst is CO.N.[Ni]. The product is [N:1]1[N:5]2[C:6]([CH2:10][NH2:11])=[CH:7][CH:8]=[CH:9][C:4]2=[CH:3][CH:2]=1. The yield is 1.00. (2) The reactants are [N:1]1([C:7]2[CH:12]=[CH:11][C:10]([NH:13][C:14]([C:16]3[CH:25]=[C:24](Cl)[C:23]4[C:18](=[C:19]([Br:29])[CH:20]=[C:21]([O:27][CH3:28])[CH:22]=4)[N:17]=3)=[O:15])=[CH:9][CH:8]=2)[CH2:6][CH2:5][O:4][CH2:3][CH2:2]1.[CH3:30][NH:31][CH3:32]. The catalyst is O1CCCC1. The product is [N:1]1([C:7]2[CH:12]=[CH:11][C:10]([NH:13][C:14]([C:16]3[CH:25]=[C:24]([N:31]([CH3:32])[CH3:30])[C:23]4[C:18](=[C:19]([Br:29])[CH:20]=[C:21]([O:27][CH3:28])[CH:22]=4)[N:17]=3)=[O:15])=[CH:9][CH:8]=2)[CH2:6][CH2:5][O:4][CH2:3][CH2:2]1. The yield is 0.920. (3) The reactants are [NH2:1][C:2]1[C:3]2[CH2:14][N:13]([C:15]([O:17][C:18]([CH3:21])([CH3:20])[CH3:19])=[O:16])[C:12]([CH3:23])([CH3:22])[C:4]=2[N:5]([C:7]([O:9][CH2:10][CH3:11])=[O:8])[N:6]=1.[F:24][C:25]1[CH:26]=[C:27]([N:31]=[C:32]=[O:33])[CH:28]=[CH:29][CH:30]=1. The catalyst is C1COCC1. The product is [F:24][C:25]1[CH:26]=[C:27]([NH:31][C:32]([NH:1][C:2]2[C:3]3[CH2:14][N:13]([C:15]([O:17][C:18]([CH3:21])([CH3:20])[CH3:19])=[O:16])[C:12]([CH3:22])([CH3:23])[C:4]=3[N:5]([C:7]([O:9][CH2:10][CH3:11])=[O:8])[N:6]=2)=[O:33])[CH:28]=[CH:29][CH:30]=1. The yield is 0.710. (4) The reactants are [F:1][C:2]([P:8]([C:12]([F:18])([F:17])[C:13]([F:16])([F:15])[F:14])(=[O:11])[O:9]C)([F:7])[C:3]([F:6])([F:5])[F:4].[CH2:19]([N:21]([CH2:24][CH3:25])[CH2:22][CH3:23])[CH3:20]. The catalyst is CCCCCC. The product is [F:7][C:2]([P:8]([C:12]([F:17])([F:18])[C:13]([F:16])([F:15])[F:14])(=[O:9])[O-:11])([F:1])[C:3]([F:6])([F:5])[F:4].[CH2:19]([N+:21]([CH2:24][CH3:25])([CH2:22][CH3:23])[CH3:2])[CH3:20]. The yield is 0.910. (5) The reactants are C[O:2][C:3]1[CH:12]=[CH:11][C:10]2[C:5](=[CH:6][CH:7]=[C:8]([O:13][CH3:14])[CH:9]=2)[C:4]=1[C:15]([C:17]1[CH:22]=[CH:21][C:20]([O:23][CH2:24][CH2:25][N:26]2[CH2:31][CH2:30][CH2:29][CH2:28][CH2:27]2)=[CH:19][CH:18]=1)=[O:16].N#N.B(Cl)(Cl)Cl.CO.C([O-])(O)=O.[Na+]. The catalyst is C(Cl)Cl. The product is [OH:2][C:3]1[CH:12]=[CH:11][C:10]2[C:5](=[CH:6][CH:7]=[C:8]([O:13][CH3:14])[CH:9]=2)[C:4]=1[C:15]([C:17]1[CH:22]=[CH:21][C:20]([O:23][CH2:24][CH2:25][N:26]2[CH2:31][CH2:30][CH2:29][CH2:28][CH2:27]2)=[CH:19][CH:18]=1)=[O:16]. The yield is 0.870. (6) The reactants are Br[C:2]1[CH:13]=[CH:12][C:5]2[O:6][C:7]([CH3:11])([CH3:10])[O:8][CH2:9][C:4]=2[CH:3]=1.C([Li])CCC.[O:19]=[CH:20][CH2:21][NH:22][C:23](=[O:29])[O:24][C:25]([CH3:28])([CH3:27])[CH3:26].C(O)(=O)C. The catalyst is O1CCCC1.C(OCC)(=O)C. The product is [C:25]([O:24][C:23](=[O:29])[N:22]([C:2]1[CH:13]=[CH:12][C:5]2[O:6][C:7]([CH3:11])([CH3:10])[O:8][CH2:9][C:4]=2[CH:3]=1)[CH2:21][CH2:20][OH:19])([CH3:28])([CH3:26])[CH3:27]. The yield is 0.430. (7) The reactants are [Br:1][C:2]1[CH:3]=[C:4]2[C:8](=[CH:9][CH:10]=1)NC=[C:5]2C=O.P([O-])([O-])(O)=O.[NH4+:18].[NH4+].[N+:20]([CH2:23][CH2:24][CH3:25])([O-])=O. The catalyst is C(O)(=O)C. The product is [Br:1][C:2]1[CH:10]=[C:9]2[C:8](=[C:4]([CH3:5])[CH:3]=1)[NH:20][CH:23]=[C:24]2[C:25]#[N:18]. The yield is 0.870. (8) The reactants are Cl.[Cl:2][C:3]1[C:4]([F:28])=[C:5]([CH:25]=[CH:26][CH:27]=1)[NH:6][C:7]1[C:16]2[C:11](=[CH:12][C:13]([O:23][CH3:24])=[C:14]([O:17][C@@H:18]3[CH2:22][CH2:21][NH:20][CH2:19]3)[CH:15]=2)[N:10]=[CH:9][N:8]=1.C([O:32][CH2:33][C:34](Cl)=[O:35])(=O)C. The catalyst is C(Cl)Cl.C(N(C(C)C)CC)(C)C. The product is [Cl:2][C:3]1[C:4]([F:28])=[C:5]([CH:25]=[CH:26][CH:27]=1)[NH:6][C:7]1[C:16]2[C:11](=[CH:12][C:13]([O:23][CH3:24])=[C:14]([O:17][C@@H:18]3[CH2:22][CH2:21][N:20]([C:33](=[O:32])[CH2:34][OH:35])[CH2:19]3)[CH:15]=2)[N:10]=[CH:9][N:8]=1. The yield is 0.610. (9) The yield is 0.990. The catalyst is ClCCl.C(OCC)(=O)C.C([O-])(=O)C.[Cu+2].C([O-])(=O)C. The product is [CH3:29][O:30][C:31]1[CH:36]=[CH:35][C:34]([N:3]2[C:2](=[O:1])[C:7]([CH2:8][C:9]3[CH:10]=[CH:11][C:12]([C:15]4[C:16]([C:21]#[N:22])=[CH:17][CH:18]=[CH:19][CH:20]=4)=[CH:13][CH:14]=3)=[C:6]([CH2:23][CH2:24][CH3:25])[N:5]3[N:26]=[CH:27][N:28]=[C:4]23)=[CH:33][CH:32]=1. The reactants are [O:1]=[C:2]1[C:7]([CH2:8][C:9]2[CH:14]=[CH:13][C:12]([C:15]3[C:16]([C:21]#[N:22])=[CH:17][CH:18]=[CH:19][CH:20]=3)=[CH:11][CH:10]=2)=[C:6]([CH2:23][CH2:24][CH3:25])[N:5]2[N:26]=[CH:27][N:28]=[C:4]2[NH:3]1.[CH3:29][O:30][C:31]1[CH:36]=[CH:35][C:34](B(O)O)=[CH:33][CH:32]=1.C(N(CC)CC)C.N1C=CC=CC=1. (10) The reactants are C(OC([N:8]1[CH2:44][CH2:43][C:11]2([N:15]([C:16]3[CH:21]=[CH:20][CH:19]=[CH:18][CH:17]=3)[CH2:14][N:13]([CH2:22][C:23]3[N:33]([CH2:34][CH2:35][CH:36]4[CH2:41][CH2:40][CH2:39][CH2:38][CH2:37]4)[C:26]4[N:27]=[C:28]([C:31]#[N:32])[N:29]=[CH:30][C:25]=4[CH:24]=3)[C:12]2=[O:42])[CH2:10][CH2:9]1)=O)(C)(C)C.[F:45][C:46]([F:51])([F:50])[C:47]([OH:49])=[O:48]. The catalyst is ClCCl. The product is [F:45][C:46]([F:51])([F:50])[C:47]([OH:49])=[O:48].[CH:36]1([CH2:35][CH2:34][N:33]2[C:26]3[N:27]=[C:28]([C:31]#[N:32])[N:29]=[CH:30][C:25]=3[CH:24]=[C:23]2[CH2:22][N:13]2[C:12](=[O:42])[C:11]3([CH2:43][CH2:44][NH:8][CH2:9][CH2:10]3)[N:15]([C:16]3[CH:21]=[CH:20][CH:19]=[CH:18][CH:17]=3)[CH2:14]2)[CH2:41][CH2:40][CH2:39][CH2:38][CH2:37]1. The yield is 1.00.